The task is: Predict the reactants needed to synthesize the given product.. This data is from Full USPTO retrosynthesis dataset with 1.9M reactions from patents (1976-2016). (1) Given the product [I:2][C:10]1[CH:15]=[C:14]([CH3:16])[CH:13]=[C:12]([O:17][CH3:18])[CH:11]=1, predict the reactants needed to synthesize it. The reactants are: [Na+].[I-:2].CNCCNC.Br[C:10]1[CH:15]=[C:14]([CH3:16])[CH:13]=[C:12]([O:17][CH3:18])[CH:11]=1. (2) Given the product [O:1]1[C:5]2[CH:6]=[C:7]([CH2:10][OH:11])[CH:8]=[CH:9][C:4]=2[CH:3]=[CH:2]1, predict the reactants needed to synthesize it. The reactants are: [O:1]1[C:5]2[CH:6]=[C:7]([C:10](OC)=[O:11])[CH:8]=[CH:9][C:4]=2[CH:3]=[CH:2]1.[H-].[Al+3].[Li+].[H-].[H-].[H-].O.Cl. (3) Given the product [C:1]([C:5]1[CH:6]=[C:7]([CH:12]=[C:13]([S:30][CH3:29])[C:14]=1[OH:15])[C:8]([O:10][CH3:11])=[O:9])([CH3:4])([CH3:3])[CH3:2], predict the reactants needed to synthesize it. The reactants are: [C:1]([C:5]1[CH:6]=[C:7]([CH:12]=[C:13](I)[C:14]=1[OH:15])[C:8]([O:10][CH3:11])=[O:9])([CH3:4])([CH3:3])[CH3:2].N1C=CC=CC=1C1C=CC=CN=1.[CH3:29][S:30]SC. (4) Given the product [CH3:20][O:21][CH2:22][CH2:23][C@@H:24]1[NH:25][CH2:26][CH2:27][N:19]([C:8]2[C:7]3[CH:6]=[C:5]([CH:2]([CH3:4])[CH3:3])[S:14][C:13]=3[NH:12][C:11]3[CH:15]=[CH:16][CH:17]=[CH:18][C:10]=3[N:9]=2)[CH2:29]1, predict the reactants needed to synthesize it. The reactants are: Cl.[CH:2]([C:5]1[S:14][C:13]2[NH:12][C:11]3[CH:15]=[CH:16][CH:17]=[CH:18][C:10]=3[N:9]=[C:8]([NH2:19])[C:7]=2[CH:6]=1)([CH3:4])[CH3:3].[CH3:20][O:21][CH2:22][CH2:23][C@H:24]1[CH2:29]N[CH2:27][CH2:26][NH:25]1. (5) The reactants are: [C:1]([O:5][C:6]([N:8]1[C:21]2[C:13](=[CH:14][C:15]3[CH2:16][O:17][CH2:18][C:19]=3[CH:20]=2)[C@@H:12]([N:22]([CH2:25][C:26]2[CH:31]=[C:30]([C:32]([F:35])([F:34])[F:33])[CH:29]=[C:28]([C:36]([F:39])([F:38])[F:37])[CH:27]=2)[C:23]#[N:24])[CH2:11][CH2:10][CH2:9]1)=[O:7])([CH3:4])([CH3:3])[CH3:2].[N:40]([Sn](CCCC)(CCCC)CCCC)=[N+:41]=[N-:42]. Given the product [C:1]([O:5][C:6]([N:8]1[C:21]2[C:13](=[CH:14][C:15]3[CH2:16][O:17][CH2:18][C:19]=3[CH:20]=2)[C@@H:12]([N:22]([CH2:25][C:26]2[CH:27]=[C:28]([C:36]([F:38])([F:39])[F:37])[CH:29]=[C:30]([C:32]([F:34])([F:33])[F:35])[CH:31]=2)[C:23]2[N:40]=[N:41][NH:42][N:24]=2)[CH2:11][CH2:10][CH2:9]1)=[O:7])([CH3:4])([CH3:2])[CH3:3], predict the reactants needed to synthesize it. (6) Given the product [CH2:8]([O:7][C:5]([C:4]1[CH:10]=[CH:11][C:12]2[N:13]([CH2:14][CH2:15][N:16]([CH3:17])[CH3:20])[C:75]([C:71]3[CH:72]=[CH:73][C:74]4[N:62]([CH2:60][CH3:61])[C:63]5[C:68]([C:69]=4[CH:70]=3)=[CH:67][CH:66]=[CH:65][CH:64]=5)=[N:1][C:2]=2[CH:3]=1)=[O:6])[CH3:9], predict the reactants needed to synthesize it. The reactants are: [NH2:1][C:2]1[CH:3]=[C:4]([CH:10]=[CH:11][C:12]=1[NH:13][CH2:14][CH2:15][N:16]1[CH2:20]CC[CH2:17]1)[C:5]([O:7][CH2:8][CH3:9])=[O:6].NC1C=C(C=CC=1NCCN(C)C)C(OCC)=O.ClC1C=CC(C(OCC)=O)=CC=1[N+]([O-])=O.CN(C)CCN.[CH2:60]([N:62]1[C:74]2[CH:73]=[CH:72][C:71]([CH:75]=O)=[CH:70][C:69]=2[C:68]2[C:63]1=[CH:64][CH:65]=[CH:66][CH:67]=2)[CH3:61]. (7) Given the product [Br:1][C:2]1[CH:3]=[CH:4][C:5]([CH2:8][CH2:9][CH2:10][O:11][CH3:15])=[CH:6][CH:7]=1, predict the reactants needed to synthesize it. The reactants are: [Br:1][C:2]1[CH:7]=[CH:6][C:5]([CH2:8][CH2:9][CH2:10][OH:11])=[CH:4][CH:3]=1.[H-].[Na+].I[CH3:15].